This data is from Peptide-MHC class I binding affinity with 185,985 pairs from IEDB/IMGT. The task is: Regression. Given a peptide amino acid sequence and an MHC pseudo amino acid sequence, predict their binding affinity value. This is MHC class I binding data. (1) The peptide sequence is ILYDTGSSW. The MHC is HLA-A03:01 with pseudo-sequence HLA-A03:01. The binding affinity (normalized) is 0.0847. (2) The peptide sequence is VTTQRQSVY. The MHC is HLA-B40:01 with pseudo-sequence HLA-B40:01. The binding affinity (normalized) is 0.213. (3) The peptide sequence is TTIAPNAWS. The MHC is HLA-A68:02 with pseudo-sequence HLA-A68:02. The binding affinity (normalized) is 0.655. (4) The peptide sequence is RPEIDVLPF. The MHC is HLA-B51:01 with pseudo-sequence HLA-B51:01. The binding affinity (normalized) is 0. (5) The MHC is HLA-A68:02 with pseudo-sequence HLA-A68:02. The binding affinity (normalized) is 0.146. The peptide sequence is HMWNFISGI. (6) The peptide sequence is VMLLDIDYF. The MHC is HLA-B15:01 with pseudo-sequence HLA-B15:01. The binding affinity (normalized) is 0.391. (7) The peptide sequence is ILYMLSWGK. The MHC is HLA-B18:01 with pseudo-sequence HLA-B18:01. The binding affinity (normalized) is 0.0847.